Dataset: Forward reaction prediction with 1.9M reactions from USPTO patents (1976-2016). Task: Predict the product of the given reaction. (1) The product is: [F:7][C:8]1[CH:9]=[CH:10][C:11]([N+:15]([O-:17])=[O:16])=[C:12]([CH:13]=1)[O:14][CH2:21][CH2:22][N:23]1[C:24](=[O:33])[C:25]2[C:26](=[CH:29][CH:30]=[CH:31][CH:32]=2)[C:27]1=[O:28]. Given the reactants C(=O)([O-])[O-].[K+].[K+].[F:7][C:8]1[CH:9]=[CH:10][C:11]([N+:15]([O-:17])=[O:16])=[C:12]([OH:14])[CH:13]=1.[I-].[K+].Br[CH2:21][CH2:22][N:23]1[C:27](=[O:28])[C:26]2=[CH:29][CH:30]=[CH:31][CH:32]=[C:25]2[C:24]1=[O:33], predict the reaction product. (2) Given the reactants [CH:1]12[CH2:7][CH:4]([CH2:5][CH2:6]1)[CH2:3][CH:2]2[CH2:8][OH:9].C1C=C[NH+]=CC=1.[O-][Cr](Cl)(=O)=O, predict the reaction product. The product is: [CH:1]12[CH2:7][CH:4]([CH2:5][CH2:6]1)[CH2:3][CH:2]2[CH:8]=[O:9]. (3) The product is: [CH3:22][N:23]1[CH2:28][CH2:27][N:26]([C:10]2[CH:5]=[CH:6][C:7]([NH:11][C:12]3[S:13][C:14]([C:17]4[CH:21]=[CH:20][S:19][CH:18]=4)=[CH:15][N:16]=3)=[CH:8][CH:9]=2)[CH2:25][CH2:24]1. Given the reactants CN(C[C:5]1[CH:6]=[C:7]([NH:11][C:12]2[S:13][C:14]([C:17]3[CH:21]=[CH:20][S:19][CH:18]=3)=[CH:15][N:16]=2)[CH:8]=[CH:9][CH:10]=1)C.[CH3:22][N:23]1[CH2:28][CH2:27][N:26](C2C=CC(NC(N)=S)=CC=2)[CH2:25][CH2:24]1, predict the reaction product. (4) Given the reactants CC1C=C(N2CCN(CCOC3C=CC=CC=3)C2=O)SC=1C(O)=O.[F:25][C:26]1[CH:47]=[CH:46][C:29]([CH2:30][N:31]2[CH2:35][CH2:34][N:33]([C:36]3[S:40][C:39]([C:41]([OH:43])=O)=[C:38]([CH3:44])[CH:37]=3)[C:32]2=[O:45])=[CH:28][CH:27]=1.[Cl-].[N:49]1[C:58]2[C:53](=[CH:54][CH:55]=[CH:56][CH:57]=2)[CH:52]=[C:51]([CH2:59][NH3+:60])[CH:50]=1, predict the reaction product. The product is: [F:25][C:26]1[CH:47]=[CH:46][C:29]([CH2:30][N:31]2[CH2:35][CH2:34][N:33]([C:36]3[S:40][C:39]([C:41]([NH:60][CH2:59][C:51]4[CH:50]=[N:49][C:58]5[C:53]([CH:52]=4)=[CH:54][CH:55]=[CH:56][CH:57]=5)=[O:43])=[C:38]([CH3:44])[CH:37]=3)[C:32]2=[O:45])=[CH:28][CH:27]=1.